Dataset: Full USPTO retrosynthesis dataset with 1.9M reactions from patents (1976-2016). Task: Predict the reactants needed to synthesize the given product. (1) Given the product [C:12]([N:9]1[CH2:8][CH2:7][C:6]([S:16]([C:19]2[CH:24]=[CH:23][C:22]([O:25][CH3:26])=[CH:21][CH:20]=2)(=[O:18])=[O:17])([C:4]([OH:5])=[O:3])[CH2:11][CH2:10]1)([CH3:15])([CH3:14])[CH3:13], predict the reactants needed to synthesize it. The reactants are: C([O:3][C:4]([C:6]1([S:16]([C:19]2[CH:24]=[CH:23][C:22]([O:25][CH3:26])=[CH:21][CH:20]=2)(=[O:18])=[O:17])[CH2:11][CH2:10][N:9]([C:12]([CH3:15])([CH3:14])[CH3:13])[CH2:8][CH2:7]1)=[O:5])C. (2) Given the product [N:15]1[CH:14]=[CH:13][N:10]2[CH:11]=[CH:12][C:7](/[CH:6]=[CH:5]/[CH2:4][OH:3])=[CH:8][C:9]=12, predict the reactants needed to synthesize it. The reactants are: C([O:3][C:4](=O)/[CH:5]=[CH:6]/[C:7]1[CH:12]=[CH:11][N:10]2[CH:13]=[CH:14][N:15]=[C:9]2[CH:8]=1)C.[H-].C([Al+]CC(C)C)C(C)C.CC(C[AlH]CC(C)C)C. (3) Given the product [Cl:1][CH2:2][Cl:25].[C:12]([C:10]1[CH:11]=[C:7]([NH:6][C:5]([NH:54][C@@H:47]2[C:48]3[C:53](=[CH:52][CH:51]=[CH:50][CH:49]=3)[C@H:44]([O:43][C:40]3[CH:41]=[CH:42][C:37]4[N:38]([C:34]([N:29]5[CH2:30][CH2:31][CH2:32][CH2:33][C@@H:28]5[CH3:27])=[N:35][N:36]=4)[CH:39]=3)[CH2:45][CH2:46]2)=[O:24])[N:8]([C:16]2[CH:21]=[CH:20][C:19]([CH2:22][OH:23])=[CH:18][CH:17]=2)[N:9]=1)([CH3:13])([CH3:14])[CH3:15], predict the reactants needed to synthesize it. The reactants are: [Cl:1][C:2](Cl)([Cl:25])CO[C:5](=[O:24])[NH:6][C:7]1[N:8]([C:16]2[CH:21]=[CH:20][C:19]([CH2:22][OH:23])=[CH:18][CH:17]=2)[N:9]=[C:10]([C:12]([CH3:15])([CH3:14])[CH3:13])[CH:11]=1.[CH3:27][C@H:28]1[CH2:33][CH2:32][CH2:31][CH2:30][N:29]1[C:34]1[N:38]2[CH:39]=[C:40]([O:43][C@H:44]3[C:53]4[C:48](=[CH:49][CH:50]=[CH:51][CH:52]=4)[C@@H:47]([NH2:54])[CH2:46][CH2:45]3)[CH:41]=[CH:42][C:37]2=[N:36][N:35]=1.CCN(C(C)C)C(C)C. (4) Given the product [C:12](=[O:11])([O:10][CH2:9][CH2:8][C:3]1[CH:4]=[CH:5][CH:6]=[CH:7][C:2]=1[Br:1])[NH2:13], predict the reactants needed to synthesize it. The reactants are: [Br:1][C:2]1[CH:7]=[CH:6][CH:5]=[CH:4][C:3]=1[CH2:8][CH2:9][OH:10].[O-:11][C:12]#[N:13].[Na+].C(O)(C(F)(F)F)=O.[OH-].[Na+]. (5) Given the product [O:3]([C:10]1[CH:19]=[CH:18][CH:17]=[CH:16][C:11]=1[C:12]1[O:13][C:20]([SH:21])=[N:15][N:14]=1)[C:4]1[CH:5]=[CH:6][CH:7]=[CH:8][CH:9]=1, predict the reactants needed to synthesize it. The reactants are: [OH-].[K+].[O:3]([C:10]1[CH:19]=[CH:18][CH:17]=[CH:16][C:11]=1[C:12]([NH:14][NH2:15])=[O:13])[C:4]1[CH:9]=[CH:8][CH:7]=[CH:6][CH:5]=1.[C:20](=S)=[S:21].O. (6) Given the product [CH2:8]([O:7][CH2:6][CH2:5][CH2:4][NH:18][CH2:17][CH2:15][OH:16])[C:9]1[CH:14]=[CH:13][CH:12]=[CH:11][CH:10]=1, predict the reactants needed to synthesize it. The reactants are: [I-].[Na+].Br[CH2:4][CH2:5][CH2:6][O:7][CH2:8][C:9]1[CH:14]=[CH:13][CH:12]=[CH:11][CH:10]=1.[CH2:15]([CH2:17][NH2:18])[OH:16]. (7) Given the product [CH3:56][O:57][C@H:58]([CH3:68])[C@H:59]([NH:63][C:64](=[O:65])[O:66][CH3:67])[C:60]([N:40]1[CH2:41][CH2:42][CH2:43][C@H:39]1[C:37]1[NH:38][C:34]([C:31]2[CH:32]=[CH:33][C:28]([C:23]3[CH:24]=[C:25]4[C:20](=[CH:21][CH:22]=3)[C:18]3[NH:19][C:15]([C@@H:14]5[C@@H:13]6[CH2:51][C@@H:10]([CH2:11][CH2:12]6)[N:9]5[C:7](=[O:8])[C@@H:6]([NH:5][C:3]([O:2][CH3:1])=[O:4])[CH:52]([CH3:53])[CH3:54])=[N:16][C:17]=3[CH:27]=[CH:26]4)=[CH:29][CH:30]=2)=[CH:35][N:36]=1)=[O:62], predict the reactants needed to synthesize it. The reactants are: [CH3:1][O:2][C:3]([NH:5][C@@H:6]([CH:52]([CH3:54])[CH3:53])[C:7]([N:9]1[C@H:14]([C:15]2[NH:19][C:18]3[C:20]4[C:25]([CH:26]=[CH:27][C:17]=3[N:16]=2)=[CH:24][C:23]([C:28]2[CH:33]=[CH:32][C:31]([C:34]3[NH:38][C:37]([C@@H:39]5[CH2:43][CH2:42][CH2:41][N:40]5C(OC(C)(C)C)=O)=[N:36][CH:35]=3)=[CH:30][CH:29]=2)=[CH:22][CH:21]=4)[C@@H:13]2[CH2:51][C@H:10]1[CH2:11][CH2:12]2)=[O:8])=[O:4].Cl.[CH3:56][O:57][C@H:58]([CH3:68])[C@H:59]([NH:63][C:64]([O:66][CH3:67])=[O:65])[C:60]([OH:62])=O.CN(C(ON1N=NC2C=CC=NC1=2)=[N+](C)C)C.F[P-](F)(F)(F)(F)F.CCN(C(C)C)C(C)C.